This data is from Reaction yield outcomes from USPTO patents with 853,638 reactions. The task is: Predict the reaction yield, written as a fraction of the theoretical maximum amount of product (1.0 means a 100% yield; for example, 0.34 means a 34% yield). (1) The reactants are [CH2:1]([C:8]1([OH:26])[CH2:13][CH2:12][N:11]([C:14]([C:16]2[C:24]3[C:19](=[CH:20][CH:21]=[CH:22][CH:23]=3)[NH:18][C:17]=2[CH3:25])=[O:15])[CH2:10][CH2:9]1)[C:2]1[CH:7]=[CH:6][CH:5]=[CH:4][CH:3]=1.[H-].[Na+].Br[CH2:30][C:31]1[CH:36]=[CH:35][CH:34]=[CH:33][C:32]=1[Cl:37]. The catalyst is CN(C=O)C. The product is [CH2:1]([C:8]1([OH:26])[CH2:9][CH2:10][N:11]([C:14]([C:16]2[C:24]3[C:19](=[CH:20][CH:21]=[CH:22][CH:23]=3)[N:18]([CH2:30][C:31]3[CH:36]=[CH:35][CH:34]=[CH:33][C:32]=3[Cl:37])[C:17]=2[CH3:25])=[O:15])[CH2:12][CH2:13]1)[C:2]1[CH:3]=[CH:4][CH:5]=[CH:6][CH:7]=1. The yield is 0.610. (2) The reactants are [CH2:1]([N:8]1[C:16]2[C:11](=[CH:12][C:13]([C:17]([OH:26])([C:22]([F:25])([F:24])[F:23])[C:18]([F:21])([F:20])[F:19])=[CH:14][CH:15]=2)[CH:10]=[CH:9]1)[C:2]1[CH:7]=[CH:6][CH:5]=[CH:4][CH:3]=1.C1CCN2C(=NCCC2)CC1.[Si:38](Cl)([CH2:43][CH3:44])([CH2:41][CH3:42])[CH2:39][CH3:40]. The catalyst is CN(C=O)C. The product is [CH2:1]([N:8]1[C:16]2[C:11](=[CH:12][C:13]([C:17]([O:26][Si:38]([CH2:43][CH3:44])([CH2:41][CH3:42])[CH2:39][CH3:40])([C:18]([F:19])([F:20])[F:21])[C:22]([F:25])([F:23])[F:24])=[CH:14][CH:15]=2)[CH:10]=[CH:9]1)[C:2]1[CH:3]=[CH:4][CH:5]=[CH:6][CH:7]=1. The yield is 0.880.